This data is from Forward reaction prediction with 1.9M reactions from USPTO patents (1976-2016). The task is: Predict the product of the given reaction. (1) Given the reactants [Cl:1][C:2]1[CH:3]=[C:4]([CH:18]=[CH:19][CH:20]=1)[C:5]([NH:7][CH2:8][C:9]1[CH:14]=[CH:13][C:12]([C:15]#[N:16])=[CH:11][C:10]=1[OH:17])=[O:6].Cl[CH2:22][C:23]([NH:25][C:26]1[CH:31]=[CH:30][C:29]([F:32])=[CH:28][CH:27]=1)=[O:24], predict the reaction product. The product is: [Cl:1][C:2]1[CH:3]=[C:4]([CH:18]=[CH:19][CH:20]=1)[C:5]([NH:7][CH2:8][C:9]1[CH:14]=[CH:13][C:12]([C:15]#[N:16])=[CH:11][C:10]=1[O:17][CH2:22][C:23](=[O:24])[NH:25][C:26]1[CH:31]=[CH:30][C:29]([F:32])=[CH:28][CH:27]=1)=[O:6]. (2) Given the reactants N1[CH:6]=[CH:5][CH:4]=CC=1.[CH3:7][NH:8][C:9]([C:11]1[CH:20]=[CH:19][C:18]2[C:13](=[CH:14][CH:15]=[C:16]([C:21]([C:23]3[N:24]=[CH:25][N:26]([C:28]([C:41]4[CH:46]=[CH:45][CH:44]=[CH:43][CH:42]=4)([C:35]4[CH:40]=[CH:39][CH:38]=[CH:37][CH:36]=4)[C:29]4[CH:34]=[CH:33][CH:32]=[CH:31][CH:30]=4)[CH:27]=3)=[O:22])[CH:17]=2)[CH:12]=1)=[O:10].Cl.[C:48]([O:51]CC)(=[O:50])[CH3:49], predict the reaction product. The product is: [OH:22][C@@:21]([C:16]1[CH:15]=[CH:14][C:13]2[C:18](=[CH:19][CH:20]=[C:11]([C:9]([NH:8][CH3:7])=[O:10])[CH:12]=2)[CH:17]=1)([C:23]1[N:24]=[CH:25][N:26]([C:28]([C:29]2[CH:34]=[CH:33][CH:32]=[CH:31][CH:30]=2)([C:35]2[CH:36]=[CH:37][CH:38]=[CH:39][CH:40]=2)[C:41]2[CH:46]=[CH:45][CH:44]=[CH:43][CH:42]=2)[CH:27]=1)[CH2:49][C:48]([O:51][CH2:6][CH2:5][CH3:4])=[O:50]. (3) The product is: [CH2:26]([O:25][C:23](=[O:24])[CH2:22][O:10][C:7]1[CH:8]=[CH:9][C:4]([N+:1]([O-:3])=[O:2])=[CH:5][CH:6]=1)[CH3:27]. Given the reactants [N+:1]([C:4]1[CH:9]=[CH:8][C:7]([OH:10])=[CH:6][CH:5]=1)([O-:3])=[O:2].C(=O)([O-])[O-].[K+].[K+].CC(C)=O.Br[CH2:22][C:23]([O:25][CH2:26][CH3:27])=[O:24], predict the reaction product.